Dataset: Forward reaction prediction with 1.9M reactions from USPTO patents (1976-2016). Task: Predict the product of the given reaction. (1) Given the reactants [CH3:1][C:2]1[CH:21]=[CH:20][C:5]([CH2:6][NH:7][C:8]([C:10]23[CH2:19][CH:14]4[CH2:15][CH:16]([CH2:18][CH:12]([CH2:13]4)[CH2:11]2)[CH2:17]3)=[O:9])=[CH:4][CH:3]=1.[H-].[Na+].[CH3:24]I, predict the reaction product. The product is: [CH3:24][N:7]([CH2:6][C:5]1[CH:4]=[CH:3][C:2]([CH3:1])=[CH:21][CH:20]=1)[C:8]([C:10]12[CH2:19][CH:14]3[CH2:13][CH:12]([CH2:18][CH:16]([CH2:15]3)[CH2:17]1)[CH2:11]2)=[O:9]. (2) The product is: [CH3:11][O:12][C:13]1[CH:18]=[CH:17][C:16]([CH:19]([N:22]2[CH2:27][CH2:26][O:25][CH2:24][CH2:23]2)[CH2:20][NH:21][C:4](=[O:6])[C:3]2[CH:7]=[CH:8][CH:9]=[CH:10][C:2]=2[CH3:1])=[CH:15][CH:14]=1. Given the reactants [CH3:1][C:2]1[CH:10]=[CH:9][CH:8]=[CH:7][C:3]=1[C:4]([OH:6])=O.[CH3:11][O:12][C:13]1[CH:18]=[CH:17][C:16]([CH:19]([N:22]2[CH2:27][CH2:26][O:25][CH2:24][CH2:23]2)[CH2:20][NH2:21])=[CH:15][CH:14]=1, predict the reaction product. (3) Given the reactants [S:1]1[CH:5]=[CH:4][CH:3]=[C:2]1B(O)O.I[C:10]1[CH:15]=[CH:14][CH:13]=[CH:12][C:11]=1[N+:16]([O-:18])=[O:17].C([O-])([O-])=O.[K+].[K+].CCCCCC, predict the reaction product. The product is: [N+:16]([C:11]1[CH:12]=[CH:13][CH:14]=[CH:15][C:10]=1[C:2]1[S:1][CH:5]=[CH:4][CH:3]=1)([O-:18])=[O:17]. (4) The product is: [CH3:1][O:2][C:3](=[O:17])[C:4]1[CH:9]=[CH:8][C:7]([O:10][C@H:11]2[CH2:15][C@H:14]([NH:30][C@@H:28]([C:18]3[C:27]4[C:22](=[CH:23][CH:24]=[CH:25][CH:26]=4)[CH:21]=[CH:20][CH:19]=3)[CH3:29])[CH:13]=[CH:12]2)=[CH:6][CH:5]=1. Given the reactants [CH3:1][O:2][C:3](=[O:17])[C:4]1[CH:9]=[CH:8][C:7]([O:10][CH:11]2[CH2:15][CH:14](Cl)[CH:13]=[CH:12]2)=[CH:6][CH:5]=1.[C:18]1([C@H:28]([NH2:30])[CH3:29])[C:27]2[C:22](=[CH:23][CH:24]=[CH:25][CH:26]=2)[CH:21]=[CH:20][CH:19]=1.C(=O)([O-])[O-].[K+].[K+].CN(C=O)C, predict the reaction product. (5) Given the reactants [Cl:1][C:2]1[CH:7]=[C:6]([CH2:8]Cl)[CH:5]=[C:4]([Cl:10])[N:3]=1.COC1C=CC2N=CC=C([C@@H](O)[C@H]3N4C[C@H](C=C)[C@@H](CC4)C3)C=2C=1, predict the reaction product. The product is: [Cl:1][C:2]1[CH:7]=[C:6]([CH3:8])[CH:5]=[C:4]([Cl:10])[N:3]=1. (6) Given the reactants [NH2:1][C:2]1[O:6][N:5]=[C:4]([C:7]2[CH:12]=[CH:11][CH:10]=[C:9]([C:13]([F:16])([F:15])[F:14])[CH:8]=2)[C:3]=1[C:17]([O-:19])=[O:18].[OH-].[Na+], predict the reaction product. The product is: [NH2:1][C:2]1[O:6][N:5]=[C:4]([C:7]2[CH:12]=[CH:11][CH:10]=[C:9]([C:13]([F:16])([F:15])[F:14])[CH:8]=2)[C:3]=1[C:17]([OH:19])=[O:18]. (7) Given the reactants Br[C:2]1[C:3]([NH2:9])=[N:4][CH:5]=[N:6][C:7]=1Cl.[NH2:10][CH2:11][CH:12]1[CH2:18][CH:17]2[N:19]([C:20]([O:22]C(C)(C)C)=O)[CH:14]([CH2:15][CH2:16]2)[CH2:13]1.[CH2:27]([N:34]1[CH:38]=[C:37](B2OC(C)(C)C(C)(C)O2)[CH:36]=[N:35]1)[C:28]1[CH:33]=[CH:32][CH:31]=[CH:30][CH:29]=1.[C:48](Cl)(=O)[CH:49]=C, predict the reaction product. The product is: [NH2:9][C:3]1[N:4]=[CH:5][N:6]=[C:7]([NH:10][CH2:11][CH:12]2[CH2:13][CH:14]3[N:19]([C:20](=[O:22])[CH:48]=[CH2:49])[CH:17]([CH2:16][CH2:15]3)[CH2:18]2)[C:2]=1[C:37]1[CH:36]=[N:35][N:34]([CH2:27][C:28]2[CH:33]=[CH:32][CH:31]=[CH:30][CH:29]=2)[CH:38]=1. (8) Given the reactants [F:1][C:2]1[CH:7]=[C:6]([F:8])[CH:5]=[CH:4][C:3]=1[CH2:9][C:10]([OH:12])=O.C(Cl)(=O)C(Cl)=O.[NH2:19][C:20](=[N:26]O)[C:21]([O:23][CH2:24][CH3:25])=[O:22].C(N(CC)C(C)C)(C)C, predict the reaction product. The product is: [F:1][C:2]1[CH:7]=[C:6]([F:8])[CH:5]=[CH:4][C:3]=1[CH2:9][C:10]1[O:12][N:26]=[C:20]([C:21]([O:23][CH2:24][CH3:25])=[O:22])[N:19]=1. (9) Given the reactants Br[C:2]1[C:3](=O)[CH2:4][CH2:5][CH2:6][C:7]=1[O:8]C.Cl.[CH3:12][CH:13]([CH3:17])[C:14](=[NH:16])[NH2:15].C(=O)([O-])[O-].[K+].[K+], predict the reaction product. The product is: [CH3:12][CH:13]([C:14]1[NH:16][C:3]2[CH2:4][CH2:5][CH2:6][C:7](=[O:8])[C:2]=2[N:15]=1)[CH3:17]. (10) Given the reactants [C:1]([C:4]1[CH:5]=[C:6]([NH:10][C:11](=[O:16])[C:12]([CH3:15])([CH3:14])[CH3:13])[CH:7]=[CH:8][CH:9]=1)(=[O:3])[CH3:2].[Br-:17].[Br-].[Br-].[NH+]1C=CC=CC=1.[NH+]1C=CC=CC=1.[NH+]1C=CC=CC=1, predict the reaction product. The product is: [Br:17][CH2:2][C:1]([C:4]1[CH:5]=[C:6]([NH:10][C:11](=[O:16])[C:12]([CH3:15])([CH3:14])[CH3:13])[CH:7]=[CH:8][CH:9]=1)=[O:3].